Dataset: Forward reaction prediction with 1.9M reactions from USPTO patents (1976-2016). Task: Predict the product of the given reaction. The product is: [CH3:6][O:7][C:8]1[C:16]2[O:15][C:14]([C:19]3([OH:22])[CH2:20][CH2:21][O:17][CH2:18]3)=[CH:13][C:12]=2[CH:11]=[CH:10][CH:9]=1. Given the reactants C([Li])CCC.[CH3:6][O:7][C:8]1[C:16]2[O:15][CH:14]=[CH:13][C:12]=2[CH:11]=[CH:10][CH:9]=1.[O:17]1[CH2:21][CH2:20][C:19](=[O:22])[CH2:18]1, predict the reaction product.